From a dataset of Full USPTO retrosynthesis dataset with 1.9M reactions from patents (1976-2016). Predict the reactants needed to synthesize the given product. The reactants are: [CH3:1][N:2]1[CH2:6][CH:5]([C:7]2[CH:12]=[CH:11][C:10]([CH3:13])=[CH:9][CH:8]=2)[C:4]2([CH2:18][CH2:17][CH2:16][N:15](C(OC(C)(C)C)=O)[CH2:14]2)[C:3]1=[O:26].C(O)(C(F)(F)F)=O.[OH-].[Na+]. Given the product [CH3:1][N:2]1[CH2:6][CH:5]([C:7]2[CH:8]=[CH:9][C:10]([CH3:13])=[CH:11][CH:12]=2)[C:4]2([CH2:18][CH2:17][CH2:16][NH:15][CH2:14]2)[C:3]1=[O:26], predict the reactants needed to synthesize it.